This data is from Reaction yield outcomes from USPTO patents with 853,638 reactions. The task is: Predict the reaction yield, written as a fraction of the theoretical maximum amount of product (1.0 means a 100% yield; for example, 0.34 means a 34% yield). (1) The reactants are [N:1]1([C:11]([O:13][C:14]([CH3:17])([CH3:16])[CH3:15])=[O:12])[CH2:6][CH2:5][O:4][CH:3]([C:7]([O:9][CH3:10])=[O:8])[CH2:2]1.[Li+].C[Si]([N-][Si](C)(C)C)(C)C.Cl[CH2:29][O:30][CH2:31][CH2:32][Si:33]([CH3:36])([CH3:35])[CH3:34]. The catalyst is C1COCC1. The product is [CH3:34][Si:33]([CH3:36])([CH3:35])[CH2:32][CH2:31][O:30][CH2:29][C:3]1([C:7]([O:9][CH3:10])=[O:8])[O:4][CH2:5][CH2:6][N:1]([C:11]([O:13][C:14]([CH3:17])([CH3:16])[CH3:15])=[O:12])[CH2:2]1. The yield is 0.800. (2) The reactants are CC1N(C2C=C(C)C=C(C#CC3C=CC=C([CH:23]([CH2:39][N+:40]([O-:42])=[O:41])[CH2:24][C:25]4[CH:30]=[C:29]([CH3:31])[CH:28]=[C:27]([N:32]5[C:36]([CH3:37])=[CH:35][CH:34]=[C:33]5[CH3:38])[N:26]=4)N=3)N=2)C(C)=CC=1.Br[C:44]1[CH:45]=[C:46]([CH:50](C[N+]([O-])=O)[CH2:51][C:52]2[CH:57]=[C:56]([CH3:58])[CH:55]=[C:54]([N:59]3[C:63]([CH3:64])=[CH:62][CH:61]=[C:60]3[CH3:65])[N:53]=2)[CH:47]=[N:48][CH:49]=1.ClC1C=C(CCCNCC2C=CC(C3N=C(N)C=C(C)C=3)=CC=2)C=CC=1. No catalyst specified. The product is [CH3:65][C:60]1[N:59]([C:54]2[CH:55]=[C:56]([CH3:58])[CH:57]=[C:52]([C:51]#[C:50][C:46]3[CH:47]=[N:48][CH:49]=[C:44]([CH:23]([CH2:39][N+:40]([O-:42])=[O:41])[CH2:24][C:25]4[CH:30]=[C:29]([CH3:31])[CH:28]=[C:27]([N:32]5[C:33]([CH3:38])=[CH:34][CH:35]=[C:36]5[CH3:37])[N:26]=4)[CH:45]=3)[N:53]=2)[C:63]([CH3:64])=[CH:62][CH:61]=1. The yield is 0.740. (3) The reactants are [NH:1]1[CH2:8][CH2:7][CH2:6][C@H:2]1[C:3]([OH:5])=[O:4].C([O-])([O-])=O.[Na+].[Na+].[CH2:15]([O:22][C:23](Cl)=[O:24])[C:16]1[CH:21]=[CH:20][CH:19]=[CH:18][CH:17]=1. The catalyst is O. The product is [CH2:15]([O:22][C:23]([N:1]1[CH2:8][CH2:7][CH2:6][C@H:2]1[C:3]([OH:5])=[O:4])=[O:24])[C:16]1[CH:21]=[CH:20][CH:19]=[CH:18][CH:17]=1. The yield is 0.840. (4) The product is [CH2:22]([O:1][C:2]1[N:7]=[CH:6][C:5]([C:8]([N:10]2[CH2:14][CH2:13][CH2:12][C@H:11]2[CH2:15][N:16]2[CH2:20][CH2:19][CH2:18][CH2:17]2)=[O:9])=[CH:4][CH:3]=1)[CH2:23][CH2:24][CH3:25]. The reactants are [OH:1][C:2]1[N:7]=[CH:6][C:5]([C:8]([N:10]2[CH2:14][CH2:13][CH2:12][C@H:11]2[CH2:15][N:16]2[CH2:20][CH2:19][CH2:18][CH2:17]2)=[O:9])=[CH:4][CH:3]=1.Br[CH2:22][CH2:23][CH2:24][CH3:25].C(=O)([O-])[O-].[Cs+].[Cs+]. The catalyst is O1CCOCC1.C(Cl)Cl. The yield is 0.500. (5) The reactants are [NH2:1][C:2]1[N:7]=[CH:6][N:5]=[C:4]2[N:8]([CH:12]([C:14]3[C:15]([O:31][CH3:32])=[C:16]([CH:22]4[CH2:25][N:24]([C@H:26]([CH3:30])[C:27]([OH:29])=O)[CH2:23]4)[C:17]([CH3:21])=[C:18]([Cl:20])[CH:19]=3)[CH3:13])[N:9]=[C:10]([CH3:11])[C:3]=12.F[P-](F)(F)(F)(F)F.N1(O[P+](N(C)C)(N(C)C)[N:51]([CH3:53])[CH3:52])C2C=CC=CC=2N=N1.C(N(CC)CC)C.Cl.CNC. The catalyst is CN(C=O)C.CO. The product is [NH2:1][C:2]1[N:7]=[CH:6][N:5]=[C:4]2[N:8]([CH:12]([C:14]3[C:15]([O:31][CH3:32])=[C:16]([CH:22]4[CH2:25][N:24]([C@H:26]([CH3:30])[C:27]([N:51]([CH3:53])[CH3:52])=[O:29])[CH2:23]4)[C:17]([CH3:21])=[C:18]([Cl:20])[CH:19]=3)[CH3:13])[N:9]=[C:10]([CH3:11])[C:3]=12. The yield is 0.630. (6) The reactants are Br.COC(=O)[NH:5][CH2:6][C@H:7]([CH2:12][C:13](=[O:23])N[C@H](C1C=CC=CC=1)C)[CH2:8][CH:9]([CH3:11])[CH3:10].[OH-:25].[Na+]. The catalyst is O. The product is [CH3:11][CH:9]([CH2:8][C@H:7]([CH2:6][NH2:5])[CH2:12][C:13]([OH:23])=[O:25])[CH3:10]. The yield is 0.510.